This data is from Reaction yield outcomes from USPTO patents with 853,638 reactions. The task is: Predict the reaction yield, written as a fraction of the theoretical maximum amount of product (1.0 means a 100% yield; for example, 0.34 means a 34% yield). The reactants are [Br:1][C:2]1[CH:3]=[N:4][N:5]([CH3:16])[C:6]=1[C:7]1[CH:8]=[C:9]([C:13]([OH:15])=O)[S:10][C:11]=1[CH3:12].C(N(CC)C(C)C)(C)C.[NH2:26][C@@H:27]([CH2:40][CH:41]1[CH2:46][CH2:45][CH2:44][CH2:43][CH2:42]1)[CH2:28][N:29]1[C:37](=[O:38])[C:36]2[C:31](=[CH:32][CH:33]=[CH:34][CH:35]=2)[C:30]1=[O:39].CC(OC(N[C@H](C(O)=O)CC1C=CC=CC=1C(F)(F)F)=O)(C)C.F[P-](F)(F)(F)(F)F.Br[P+](N1CCCC1)(N1CCCC1)N1CCCC1. The catalyst is C(Cl)Cl. The product is [Br:1][C:2]1[CH:3]=[N:4][N:5]([CH3:16])[C:6]=1[C:7]1[CH:8]=[C:9]([C:13]([NH:26][C@H:27]([CH2:28][N:29]2[C:37](=[O:38])[C:36]3[C:31](=[CH:32][CH:33]=[CH:34][CH:35]=3)[C:30]2=[O:39])[CH2:40][CH:41]2[CH2:46][CH2:45][CH2:44][CH2:43][CH2:42]2)=[O:15])[S:10][C:11]=1[CH3:12]. The yield is 0.640.